This data is from Full USPTO retrosynthesis dataset with 1.9M reactions from patents (1976-2016). The task is: Predict the reactants needed to synthesize the given product. (1) Given the product [C:9]([O:11][CH2:7][CH2:6][CH2:12][CH3:13])(=[O:10])[CH2:8][C:1]([CH3:2])=[O:5], predict the reactants needed to synthesize it. The reactants are: [CH2:1]([OH:5])[CH2:2]CC.[CH2:6]=[C:7]1[O:11][C:9](=[O:10])[CH2:8]1.[CH2:12](N(CC)CC)[CH3:13]. (2) Given the product [CH3:3][O:4][C:5]1[CH:13]=[CH:12][C:8]2[N:9]([CH3:14])[CH:10]=[N:11][C:7]=2[CH:6]=1, predict the reactants needed to synthesize it. The reactants are: [H-].[Na+].[CH3:3][O:4][C:5]1[CH:13]=[CH:12][C:8]2[NH:9][CH:10]=[N:11][C:7]=2[CH:6]=1.[CH3:14]I. (3) Given the product [Br:9][CH:10]([C:12]1[CH:13]=[N:8][C:1]2[C:2](=[CH:3][CH:4]=[CH:5][CH:6]=2)[N:7]=1)[Br:11], predict the reactants needed to synthesize it. The reactants are: [C:1]1([NH2:8])[CH:6]=[CH:5][CH:4]=[CH:3][C:2]=1[NH2:7].[Br:9][CH:10]([C:12](=O)[C:13](C(Br)Br)=O)[Br:11]. (4) Given the product [CH:1]1([N:6]2[CH2:16][CH2:15][C:14](=[O:17])[N:13]([CH3:18])[C:12]3[C:7]2=[N:8][C:9]([NH:19][C:20]2[CH:28]=[CH:27][C:23]([C:24]([NH:64][CH:65]4[CH2:70][CH2:69][N:68]([CH2:71][CH2:72][CH3:73])[CH2:67][CH2:66]4)=[O:25])=[CH:22][C:21]=2[O:29][CH3:30])=[N:10][CH:11]=3)[CH2:5][CH2:4][CH2:3][CH2:2]1, predict the reactants needed to synthesize it. The reactants are: [CH:1]1([N:6]2[CH2:16][CH2:15][C:14](=[O:17])[N:13]([CH3:18])[C:12]3[C:7]2=[N:8][C:9]([NH:19][C:20]2[CH:28]=[CH:27][C:23]([C:24](O)=[O:25])=[CH:22][C:21]=2[O:29][CH3:30])=[N:10][CH:11]=3)[CH2:5][CH2:4][CH2:3][CH2:2]1.CCN(C(C)C)C(C)C.CN(C(ON1N=NC2C=CC=NC1=2)=[N+](C)C)C.F[P-](F)(F)(F)(F)F.[NH2:64][CH:65]1[CH2:70][CH2:69][N:68]([CH2:71][CH2:72][CH3:73])[CH2:67][CH2:66]1. (5) Given the product [ClH:35].[OH:22][CH2:21][CH2:20][C@@H:19]([N:14]1[C:15](=[O:18])[CH2:16][CH2:17][NH:11][CH2:12][CH2:13]1)[C:30]([N:31]([CH3:33])[CH3:32])=[O:34], predict the reactants needed to synthesize it. The reactants are: C(OC([N:11]1[CH2:17][CH2:16][C:15](=[O:18])[N:14]([C@@H:19]([C:30](=[O:34])[N:31]([CH3:33])[CH3:32])[CH2:20][CH2:21][O:22]CC2C=CC=CC=2)[CH2:13][CH2:12]1)=O)C1C=CC=CC=1.[ClH:35].